From a dataset of NCI-60 drug combinations with 297,098 pairs across 59 cell lines. Regression. Given two drug SMILES strings and cell line genomic features, predict the synergy score measuring deviation from expected non-interaction effect. (1) Drug 1: C1=CC(=CC=C1CCC2=CNC3=C2C(=O)NC(=N3)N)C(=O)NC(CCC(=O)O)C(=O)O. Drug 2: CC1=C2C(C(=O)C3(C(CC4C(C3C(C(C2(C)C)(CC1OC(=O)C(C(C5=CC=CC=C5)NC(=O)OC(C)(C)C)O)O)OC(=O)C6=CC=CC=C6)(CO4)OC(=O)C)O)C)O. Cell line: OVCAR-8. Synergy scores: CSS=26.3, Synergy_ZIP=-4.05, Synergy_Bliss=-5.67, Synergy_Loewe=-4.43, Synergy_HSA=-2.86. (2) Drug 1: C1=CC(=CC=C1CC(C(=O)O)N)N(CCCl)CCCl.Cl. Drug 2: CC1=CC=C(C=C1)C2=CC(=NN2C3=CC=C(C=C3)S(=O)(=O)N)C(F)(F)F. Cell line: NCI-H460. Synergy scores: CSS=19.1, Synergy_ZIP=3.73, Synergy_Bliss=8.78, Synergy_Loewe=-0.0486, Synergy_HSA=6.84. (3) Drug 1: CNC(=O)C1=CC=CC=C1SC2=CC3=C(C=C2)C(=NN3)C=CC4=CC=CC=N4. Drug 2: C1CCC(CC1)NC(=O)N(CCCl)N=O. Cell line: RXF 393. Synergy scores: CSS=10.2, Synergy_ZIP=2.74, Synergy_Bliss=6.86, Synergy_Loewe=7.01, Synergy_HSA=7.12. (4) Drug 1: CCC1=C2CN3C(=CC4=C(C3=O)COC(=O)C4(CC)O)C2=NC5=C1C=C(C=C5)O. Drug 2: CCN(CC)CCNC(=O)C1=C(NC(=C1C)C=C2C3=C(C=CC(=C3)F)NC2=O)C. Cell line: OVCAR-8. Synergy scores: CSS=20.9, Synergy_ZIP=-5.40, Synergy_Bliss=-5.30, Synergy_Loewe=-59.2, Synergy_HSA=-4.81. (5) Drug 1: CC12CCC3C(C1CCC2=O)CC(=C)C4=CC(=O)C=CC34C. Drug 2: C1C(C(OC1N2C=NC3=C2NC=NCC3O)CO)O. Cell line: SR. Synergy scores: CSS=48.7, Synergy_ZIP=-2.01, Synergy_Bliss=-3.31, Synergy_Loewe=-2.83, Synergy_HSA=-2.14.